From a dataset of NCI-60 drug combinations with 297,098 pairs across 59 cell lines. Regression. Given two drug SMILES strings and cell line genomic features, predict the synergy score measuring deviation from expected non-interaction effect. (1) Drug 1: CCCCC(=O)OCC(=O)C1(CC(C2=C(C1)C(=C3C(=C2O)C(=O)C4=C(C3=O)C=CC=C4OC)O)OC5CC(C(C(O5)C)O)NC(=O)C(F)(F)F)O. Drug 2: B(C(CC(C)C)NC(=O)C(CC1=CC=CC=C1)NC(=O)C2=NC=CN=C2)(O)O. Cell line: UACC62. Synergy scores: CSS=95.5, Synergy_ZIP=8.22, Synergy_Bliss=7.47, Synergy_Loewe=5.53, Synergy_HSA=10.5. (2) Drug 1: C1=CC=C(C=C1)NC(=O)CCCCCCC(=O)NO. Drug 2: C1=CN(C=N1)CC(O)(P(=O)(O)O)P(=O)(O)O. Cell line: CAKI-1. Synergy scores: CSS=42.1, Synergy_ZIP=0.420, Synergy_Bliss=0.548, Synergy_Loewe=-8.54, Synergy_HSA=3.91. (3) Drug 1: COC1=C(C=C2C(=C1)N=CN=C2NC3=CC(=C(C=C3)F)Cl)OCCCN4CCOCC4. Drug 2: CC1C(C(CC(O1)OC2CC(CC3=C2C(=C4C(=C3O)C(=O)C5=C(C4=O)C(=CC=C5)OC)O)(C(=O)C)O)N)O.Cl. Cell line: SNB-19. Synergy scores: CSS=44.4, Synergy_ZIP=15.4, Synergy_Bliss=16.3, Synergy_Loewe=17.1, Synergy_HSA=17.7.